Predict the reactants needed to synthesize the given product. From a dataset of Full USPTO retrosynthesis dataset with 1.9M reactions from patents (1976-2016). (1) Given the product [Br:1][C:2]1[CH:3]=[C:4]([CH2:14][N:15]2[C:19]([CH3:20])=[CH:18][C:17]([C:21]([NH:31][N:32]3[CH2:37][CH2:36][O:35][CH2:34][CH2:33]3)=[O:22])=[N:16]2)[C:5]2[O:9][C:8]([CH:10]([CH3:12])[CH3:11])=[CH:7][C:6]=2[CH:13]=1, predict the reactants needed to synthesize it. The reactants are: [Br:1][C:2]1[CH:3]=[C:4]([CH2:14][N:15]2[C:19]([CH3:20])=[CH:18][C:17]([C:21](Cl)=[O:22])=[N:16]2)[C:5]2[O:9][C:8]([CH:10]([CH3:12])[CH3:11])=[CH:7][C:6]=2[CH:13]=1.C(N(CC)CC)C.[NH2:31][N:32]1[CH2:37][CH2:36][O:35][CH2:34][CH2:33]1. (2) Given the product [CH3:33][S:34][C:35]1[C:40]([NH:41][C:15](=[O:16])[CH:14]=[CH:13][C:12]2[CH2:11][O:10][C:9]3[CH:18]=[CH:19][CH:20]=[CH:21][C:8]=3[C:7]=2[C:1]2[CH:6]=[CH:5][CH:4]=[CH:3][CH:2]=2)=[C:39]([S:42][CH3:43])[CH:38]=[C:37]([CH3:44])[N:36]=1, predict the reactants needed to synthesize it. The reactants are: [C:1]1([C:7]2[C:8]3[CH:21]=[CH:20][CH:19]=[CH:18][C:9]=3[O:10][CH2:11][C:12]=2[CH:13]=[CH:14][C:15](O)=[O:16])[CH:6]=[CH:5][CH:4]=[CH:3][CH:2]=1.CN(C)C=O.C(Cl)(=O)C(Cl)=O.[CH3:33][S:34][C:35]1[C:40]([NH2:41])=[C:39]([S:42][CH3:43])[CH:38]=[C:37]([CH3:44])[N:36]=1. (3) The reactants are: [F:1][CH:2]([F:31])[C:3]1[C:8]([C:9]([O:11][CH3:12])=[O:10])=[C:7]([NH:13][CH:14]([CH3:16])[CH3:15])[C:6]([C:17]([O:19]CC2C=CC=CC=2)=[O:18])=[C:5]([C:27]([F:30])([F:29])[F:28])[N:4]=1.C1COCC1. Given the product [F:31][CH:2]([F:1])[C:3]1[C:8]([C:9]([O:11][CH3:12])=[O:10])=[C:7]([NH:13][CH:14]([CH3:16])[CH3:15])[C:6]([C:17]([OH:19])=[O:18])=[C:5]([C:27]([F:30])([F:28])[F:29])[N:4]=1, predict the reactants needed to synthesize it.